Task: Predict the reaction yield, written as a fraction of the theoretical maximum amount of product (1.0 means a 100% yield; for example, 0.34 means a 34% yield).. Dataset: Reaction yield outcomes from USPTO patents with 853,638 reactions (1) The product is [C:16]1([CH3:28])[CH:21]=[CH:20][C:19]([S:22]([CH2:25][CH2:26][O:10][C:9](=[O:11])[CH2:8][O:7][C:6]2[CH:12]=[C:13]([CH3:15])[CH:14]=[C:4]([CH:1]([CH3:3])[CH3:2])[CH:5]=2)(=[O:24])=[O:23])=[CH:18][CH:17]=1. The yield is 0.980. The reactants are [CH:1]([C:4]1[CH:5]=[C:6]([CH:12]=[C:13]([CH3:15])[CH:14]=1)[O:7][CH2:8][C:9]([OH:11])=[O:10])([CH3:3])[CH3:2].[C:16]1([CH3:28])[CH:21]=[CH:20][C:19]([S:22]([CH2:25][CH2:26]O)(=[O:24])=[O:23])=[CH:18][CH:17]=1.O. The catalyst is C1(C)C=CC=CC=1.O.C1(C)C=CC(S(O)(=O)=O)=CC=1. (2) The reactants are [NH2:1][C:2]1[N:7]=[CH:6][N:5]=[C:4]2[N:8]([C@@H:30]3[CH2:35][CH2:34][CH2:33][N:32]([C:36](=[O:40])[CH2:37][C:38]#[N:39])[CH2:31]3)[N:9]=[C:10]([C:11]3[CH:16]=[CH:15][C:14]([NH:17][C:18](=[O:29])[C:19]4[CH:24]=[CH:23][C:22]([C:25]([F:28])([F:27])[F:26])=[CH:21][CH:20]=4)=[CH:13][CH:12]=3)[C:3]=12.[CH:41]1([CH:44]=O)[CH2:43][CH2:42]1.N1CCCCC1. The catalyst is CO. The product is [NH2:1][C:2]1[N:7]=[CH:6][N:5]=[C:4]2[N:8]([C@@H:30]3[CH2:35][CH2:34][CH2:33][N:32]([C:36](=[O:40])[C:37]([C:38]#[N:39])=[CH:44][CH:41]4[CH2:43][CH2:42]4)[CH2:31]3)[N:9]=[C:10]([C:11]3[CH:12]=[CH:13][C:14]([NH:17][C:18](=[O:29])[C:19]4[CH:20]=[CH:21][C:22]([C:25]([F:28])([F:27])[F:26])=[CH:23][CH:24]=4)=[CH:15][CH:16]=3)[C:3]=12. The yield is 0.600. (3) The reactants are [C:1]([C:3]1[CH:4]=[C:5]([C:13]2[O:14][C:15]([C:18]3[CH:26]=[CH:25][CH:24]=[C:23]4[C:19]=3[CH2:20][CH2:21][C@H:22]4[NH:27]C(=O)OC(C)(C)C)=[CH:16][N:17]=2)[CH:6]=[CH:7][C:8]=1[O:9][CH:10]([CH3:12])[CH3:11])#[N:2].[ClH:35]. The catalyst is O1CCOCC1.CCOCC. The product is [ClH:35].[NH2:27][C@H:22]1[C:23]2[C:19](=[C:18]([C:15]3[O:14][C:13]([C:5]4[CH:6]=[CH:7][C:8]([O:9][CH:10]([CH3:12])[CH3:11])=[C:3]([CH:4]=4)[C:1]#[N:2])=[N:17][CH:16]=3)[CH:26]=[CH:25][CH:24]=2)[CH2:20][CH2:21]1. The yield is 0.780. (4) The catalyst is [I-].C([N+](CCCC)(CCCC)CCCC)CCC.CN(C=O)C. The product is [C:30]([O:34][C:35](=[O:41])[NH:36][CH2:37][CH2:38][CH2:39][O:27][C:24]1[CH:25]=[C:26]2[C:21](=[CH:22][C:23]=1[O:28][CH3:29])[N:20]=[CH:19][N:18]=[C:17]2[NH:16][C:4]1[CH:5]=[CH:6][C:7]([O:8][CH2:9][C:10]2[CH:15]=[CH:14][CH:13]=[CH:12][N:11]=2)=[C:2]([Cl:1])[CH:3]=1)([CH3:33])([CH3:32])[CH3:31]. The yield is 0.737. The reactants are [Cl:1][C:2]1[CH:3]=[C:4]([NH:16][C:17]2[C:26]3[C:21](=[CH:22][C:23]([O:28][CH3:29])=[C:24]([OH:27])[CH:25]=3)[N:20]=[CH:19][N:18]=2)[CH:5]=[CH:6][C:7]=1[O:8][CH2:9][C:10]1[CH:15]=[CH:14][CH:13]=[CH:12][N:11]=1.[C:30]([O:34][C:35](=[O:41])[NH:36][CH2:37][CH2:38][CH2:39]Br)([CH3:33])([CH3:32])[CH3:31].